From a dataset of NCI-60 drug combinations with 297,098 pairs across 59 cell lines. Regression. Given two drug SMILES strings and cell line genomic features, predict the synergy score measuring deviation from expected non-interaction effect. Drug 1: COC1=C(C=C2C(=C1)N=CN=C2NC3=CC(=C(C=C3)F)Cl)OCCCN4CCOCC4. Drug 2: CCC1=C2CN3C(=CC4=C(C3=O)COC(=O)C4(CC)O)C2=NC5=C1C=C(C=C5)O. Cell line: EKVX. Synergy scores: CSS=47.0, Synergy_ZIP=-2.49, Synergy_Bliss=5.35, Synergy_Loewe=8.63, Synergy_HSA=8.75.